This data is from Forward reaction prediction with 1.9M reactions from USPTO patents (1976-2016). The task is: Predict the product of the given reaction. (1) Given the reactants [CH3:1][N:2]1[CH:11]=[CH:10][C:9]2[C:4](=[CH:5][CH:6]=[CH:7][C:8]=2[N+:12]([O-])=O)[C:3]1=[O:15].O.O.[Sn](Cl)Cl.O1CCCC1, predict the reaction product. The product is: [NH2:12][C:8]1[CH:7]=[CH:6][CH:5]=[C:4]2[C:9]=1[CH:10]=[CH:11][N:2]([CH3:1])[C:3]2=[O:15]. (2) The product is: [CH3:13][O:12][C:9]1[CH:10]=[C:11]2[C:6](=[CH:7][C:8]=1[O:14][CH3:15])[N:5]=[CH:4][CH:3]=[C:2]2[O:27][C:22]1[CH:21]=[CH:20][C:19]([O:18][C:17]([F:16])([F:28])[F:29])=[CH:26][C:23]=1[CH:24]=[O:25]. Given the reactants Cl[C:2]1[C:11]2[C:6](=[CH:7][C:8]([O:14][CH3:15])=[C:9]([O:12][CH3:13])[CH:10]=2)[N:5]=[CH:4][CH:3]=1.[F:16][C:17]([F:29])([F:28])[O:18][C:19]1[CH:26]=[C:23]([CH:24]=[O:25])[C:22]([OH:27])=[CH:21][CH:20]=1.O, predict the reaction product. (3) Given the reactants [Cl:1][C:2]1[CH:7]=[CH:6][C:5]([C:8]2[S:12][C:11]([C:13](N(OC)C)=[O:14])=[C:10]([C:19]3[CH:24]=[CH:23][C:22]([S:25](=[O:32])(=[O:31])[N:26]=CN(C)C)=[CH:21][CH:20]=3)[C:9]=2[CH3:33])=[CH:4][CH:3]=1.[CH2:34]1COC[CH2:35]1, predict the reaction product. The product is: [Cl:1][C:2]1[CH:7]=[CH:6][C:5]([C:8]2[S:12][C:11]([C:13](=[O:14])[CH2:34][CH3:35])=[C:10]([C:19]3[CH:24]=[CH:23][C:22]([S:25]([NH2:26])(=[O:31])=[O:32])=[CH:21][CH:20]=3)[C:9]=2[CH3:33])=[CH:4][CH:3]=1. (4) Given the reactants [Cl:1][C:2]1[CH:11]=[C:10]2[C:5]([C:6](=[O:19])[C:7]([CH3:18])=[CH:8][N:9]2[C:12]2[CH:17]=[CH:16][CH:15]=[CH:14][CH:13]=2)=[CH:4][CH:3]=1.C1C(=O)N([Br:27])C(=O)C1.CC(N=NC(C#N)(C)C)(C#N)C, predict the reaction product. The product is: [Br:27][CH2:18][C:7]1[C:6](=[O:19])[C:5]2[C:10](=[CH:11][C:2]([Cl:1])=[CH:3][CH:4]=2)[N:9]([C:12]2[CH:17]=[CH:16][CH:15]=[CH:14][CH:13]=2)[CH:8]=1. (5) The product is: [N:1]1[CH:6]=[CH:5][CH:4]=[CH:3][C:2]=1[C:7]1[CH:8]=[C:9]([C:13]2[O:14][C:15]3[C:21]([C:22]([NH2:26])=[O:24])=[CH:20][CH:19]=[CH:18][C:16]=3[N:17]=2)[CH:10]=[CH:11][CH:12]=1. Given the reactants [N:1]1[CH:6]=[CH:5][CH:4]=[CH:3][C:2]=1[C:7]1[CH:8]=[C:9]([C:13]2[O:14][C:15]3[C:21]([C:22]([O:24]C)=O)=[CH:20][CH:19]=[CH:18][C:16]=3[N:17]=2)[CH:10]=[CH:11][CH:12]=1.[NH3:26], predict the reaction product. (6) Given the reactants [CH3:1][O:2][C:3]1[CH:8]=[C:7]([O:9][CH3:10])[CH:6]=[CH:5][C:4]=1[S:11](Cl)(=[O:13])=[O:12].[NH2:15][C:16]1[CH:17]=[C:18]([C:23]2[S:27][C:26]([NH:28][C:29](=[O:31])[CH3:30])=[N:25][C:24]=2[CH3:32])[CH:19]=[N:20][C:21]=1[Cl:22], predict the reaction product. The product is: [Cl:22][C:21]1[N:20]=[CH:19][C:18]([C:23]2[S:27][C:26]([NH:28][C:29](=[O:31])[CH3:30])=[N:25][C:24]=2[CH3:32])=[CH:17][C:16]=1[NH:15][S:11]([C:4]1[CH:5]=[CH:6][C:7]([O:9][CH3:10])=[CH:8][C:3]=1[O:2][CH3:1])(=[O:13])=[O:12]. (7) The product is: [O:9]=[C:7]1[N:6]([C:10]2[CH:23]=[CH:22][C:13]3[C:14]4[N:15]([C:24](=[O:27])[CH2:25][CH3:26])[N:16]=[CH:17][C:18]=4[CH2:19][CH2:20][CH2:21][C:12]=3[CH:11]=2)[CH2:5][C@H:4]([CH2:3][NH:2][C:24](=[O:27])[CH2:25][CH3:26])[O:8]1. Given the reactants Cl.[NH2:2][CH2:3][C@@H:4]1[O:8][C:7](=[O:9])[N:6]([C:10]2[CH:23]=[CH:22][C:13]3[C:14]4[NH:15][N:16]=[CH:17][C:18]=4[CH2:19][CH2:20][CH2:21][C:12]=3[CH:11]=2)[CH2:5]1.[C:24](Cl)(=[O:27])[CH2:25][CH3:26], predict the reaction product. (8) Given the reactants [CH2:1]([C:8]1[O:9][C:10]([C:13]2[CH:14]=[C:15]3[C:20](=[CH:21][CH:22]=2)[CH:19]=[C:18]([O:23][CH2:24][C:25]#[N:26])[CH:17]=[CH:16]3)=[CH:11][N:12]=1)[C:2]1[CH:7]=[CH:6][CH:5]=[CH:4][CH:3]=1.[N-:27]=[N+:28]=[N-:29].[Na+].[Cl-].[NH4+].[OH-].[Na+].Cl, predict the reaction product. The product is: [CH2:1]([C:8]1[O:9][C:10]([C:13]2[CH:14]=[C:15]3[C:20](=[CH:21][CH:22]=2)[CH:19]=[C:18]([O:23][CH2:24][C:25]2[NH:29][N:28]=[N:27][N:26]=2)[CH:17]=[CH:16]3)=[CH:11][N:12]=1)[C:2]1[CH:7]=[CH:6][CH:5]=[CH:4][CH:3]=1. (9) The product is: [CH:35]([CH:34]1[C:31]2[C:26](=[CH:27][CH:28]=[CH:29][CH:30]=2)[CH2:25][C:19]([C:18]([O:17][CH2:15][CH3:16])=[O:41])([C:20]([O:22][CH2:23][CH3:24])=[O:21])[CH2:33]1)=[CH2:36].[CH:35]([CH:34]1[C:27]2[C:26](=[CH:31][CH:30]=[CH:29][CH:28]=2)[CH2:25][C:19]([C:20]([O-:22])=[O:21])([C:18]([O-:17])=[O:41])[CH2:33]1)=[CH2:36]. Given the reactants [In].[Cl-].[In+3].[Cl-].[Cl-].[Cl-].[Li+].C(N(C)C)CCC.[CH2:15]([O:17][C:18](=[O:41])[C:19]([CH2:33][CH:34]=[CH:35][CH2:36]OC(=O)C)([CH2:25][C:26]1[CH:31]=[CH:30][CH:29]=[CH:28][C:27]=1I)[C:20]([O:22][CH2:23][CH3:24])=[O:21])[CH3:16], predict the reaction product. (10) Given the reactants C1(C2C=CC=CC=2)C=CC=CC=1.Cl[C:14]1[C:15](=[O:38])[C:16](=[O:37])[C:17]=1[NH:18][C:19]1[CH:24]=[CH:23][C:22]([Cl:25])=[C:21]([S:26]([N:29]2[CH2:34][CH2:33][N:32]([CH3:35])[CH2:31][CH2:30]2)(=[O:28])=[O:27])[C:20]=1[OH:36].[F:39][C:40]1[CH:46]=[C:45]([F:47])[CH:44]=[CH:43][C:41]=1[NH2:42], predict the reaction product. The product is: [Cl:25][C:22]1[CH:23]=[CH:24][C:19]([NH:18][C:17]2[C:16](=[O:37])[C:15](=[O:38])[C:14]=2[NH:42][C:41]2[CH:43]=[CH:44][C:45]([F:47])=[CH:46][C:40]=2[F:39])=[C:20]([OH:36])[C:21]=1[S:26]([N:29]1[CH2:34][CH2:33][N:32]([CH3:35])[CH2:31][CH2:30]1)(=[O:28])=[O:27].